Predict the reactants needed to synthesize the given product. From a dataset of Full USPTO retrosynthesis dataset with 1.9M reactions from patents (1976-2016). (1) Given the product [F:18][C:2]([F:1])([F:19])[C:3]1[CH:8]=[C:7]([C:9]2[CH:10]=[CH:11][C:12]([S:22]([CH3:26])(=[O:24])=[O:21])=[CH:13][CH:14]=2)[NH:6][C:5](=[O:17])[CH:4]=1, predict the reactants needed to synthesize it. The reactants are: [F:1][C:2]([F:19])([F:18])[C:3]1[CH:8]=[C:7]([C:9]2[CH:14]=[CH:13][C:12](SC)=[CH:11][CH:10]=2)[NH:6][C:5](=[O:17])[CH:4]=1.O[O:21][S:22]([O-:24])=O.[K+].[CH3:26]O. (2) The reactants are: [Cl:1][C:2]1[CH:3]=[C:4]([N:9]=[C:10]=[S:11])[CH:5]=[C:6]([Cl:8])[CH:7]=1.Cl.[NH2:13][CH2:14][C:15](OCC)=[O:16]. Given the product [Cl:1][C:2]1[CH:3]=[C:4]([N:9]2[C:15](=[O:16])[CH2:14][NH:13][C:10]2=[S:11])[CH:5]=[C:6]([Cl:8])[CH:7]=1, predict the reactants needed to synthesize it. (3) Given the product [C:20]([O:19][C:17]([NH:3][CH2:4][C:5]1[NH:6][CH:7]=[CH:8][N:9]=1)=[O:18])([CH3:23])([CH3:22])[CH3:21], predict the reactants needed to synthesize it. The reactants are: Cl.Cl.[NH2:3][CH2:4][C:5]1[NH:6][CH:7]=[CH:8][N:9]=1.[OH-].[Na+].C(=O)([O-])O.[Na+].[C:17](O[C:17]([O:19][C:20]([CH3:23])([CH3:22])[CH3:21])=[O:18])([O:19][C:20]([CH3:23])([CH3:22])[CH3:21])=[O:18].P([O-])([O-])(O)=O.[Na+].[Na+]. (4) Given the product [CH2:20]1[C:21]2[C:26](=[CH:25][CH:24]=[CH:23][CH:22]=2)[CH2:27][CH:19]1[NH:18][C:15]1[N:16]=[CH:17][C:12]2[CH2:11][N:10]([C:8]([C:5]3[CH:6]=[N:7][C:2]([C:42]#[C:41][Si:38]([CH3:40])([CH3:39])[CH3:37])=[CH:3][CH:4]=3)=[O:9])[CH2:29][CH2:28][C:13]=2[N:14]=1, predict the reactants needed to synthesize it. The reactants are: Br[C:2]1[N:7]=[CH:6][C:5]([C:8]([N:10]2[CH2:29][CH2:28][C:13]3[N:14]=[C:15]([NH:18][CH:19]4[CH2:27][C:26]5[C:21](=[CH:22][CH:23]=[CH:24][CH:25]=5)[CH2:20]4)[N:16]=[CH:17][C:12]=3[CH2:11]2)=[O:9])=[CH:4][CH:3]=1.C(N(CC)CC)C.[CH3:37][Si:38]([C:41]#[CH:42])([CH3:40])[CH3:39]. (5) Given the product [ClH:11].[CH3:12][O:9][C:8](=[O:10])[CH2:7][CH2:6][C:2]1[N:3]=[CH:4][NH:5][CH:1]=1, predict the reactants needed to synthesize it. The reactants are: [CH:1]1[N:5]=[CH:4][NH:3][C:2]=1/[CH:6]=[CH:7]/[C:8]([OH:10])=[O:9].[ClH:11].[CH3:12]O. (6) Given the product [CH2:1]([O:3][C:4](=[O:24])[CH2:5][CH2:6][CH2:7][CH2:8][CH2:9][N:10]1[C:22]2[CH2:21][CH2:20][CH2:19][CH2:18][C:17]=2[C:16]2[C:11]1=[CH:12][CH:13]=[C:14]([C:26]1[CH:25]=[CH:16][C:11]([N:10]([CH3:22])[CH3:9])=[CH:12][CH:13]=1)[CH:15]=2)[CH3:2], predict the reactants needed to synthesize it. The reactants are: [CH2:1]([O:3][C:4](=[O:24])[CH2:5][CH2:6][CH2:7][CH2:8][CH2:9][N:10]1[C:22]2[CH2:21][CH2:20][CH2:19][CH2:18][C:17]=2[C:16]2[C:11]1=[CH:12][CH:13]=[C:14](Br)[CH:15]=2)[CH3:2].[CH2:25](O)[CH3:26].C([O-])([O-])=O.[Na+].[Na+].